Task: Predict which catalyst facilitates the given reaction.. Dataset: Catalyst prediction with 721,799 reactions and 888 catalyst types from USPTO Reactant: [OH:1][C:2]1[C:3]2[N:4]([C:9]([C:13]([O:15][CH2:16][CH3:17])=[O:14])=[C:10]([CH3:12])[N:11]=2)[CH:5]=[C:6]([CH3:8])[CH:7]=1.I[CH2:19][CH2:20][CH:21]([CH3:23])[CH3:22].C(=O)([O-])[O-].[Cs+].[Cs+].O. Product: [CH3:12][C:10]1[N:11]=[C:3]2[C:2]([O:1][CH2:19][CH2:20][CH:21]([CH3:23])[CH3:22])=[CH:7][C:6]([CH3:8])=[CH:5][N:4]2[C:9]=1[C:13]([O:15][CH2:16][CH3:17])=[O:14]. The catalyst class is: 3.